Dataset: NCI-60 drug combinations with 297,098 pairs across 59 cell lines. Task: Regression. Given two drug SMILES strings and cell line genomic features, predict the synergy score measuring deviation from expected non-interaction effect. (1) Drug 1: C1=CC(=CC=C1CCCC(=O)O)N(CCCl)CCCl. Drug 2: CN(C(=O)NC(C=O)C(C(C(CO)O)O)O)N=O. Cell line: NCI/ADR-RES. Synergy scores: CSS=14.6, Synergy_ZIP=-7.32, Synergy_Bliss=-0.445, Synergy_Loewe=-10.1, Synergy_HSA=-0.958. (2) Drug 1: CC12CCC3C(C1CCC2O)C(CC4=C3C=CC(=C4)O)CCCCCCCCCS(=O)CCCC(C(F)(F)F)(F)F. Drug 2: CC1C(C(CC(O1)OC2CC(CC3=C2C(=C4C(=C3O)C(=O)C5=CC=CC=C5C4=O)O)(C(=O)C)O)N)O. Cell line: HCT116. Synergy scores: CSS=34.9, Synergy_ZIP=-0.555, Synergy_Bliss=-1.64, Synergy_Loewe=-13.7, Synergy_HSA=-2.24. (3) Synergy scores: CSS=58.1, Synergy_ZIP=2.36, Synergy_Bliss=1.61, Synergy_Loewe=3.38, Synergy_HSA=6.38. Cell line: CCRF-CEM. Drug 1: C1CC(C1)(C(=O)O)C(=O)O.[NH2-].[NH2-].[Pt+2]. Drug 2: C1CN1C2=NC(=NC(=N2)N3CC3)N4CC4. (4) Drug 1: C1=CC(=CC=C1CCC2=CNC3=C2C(=O)NC(=N3)N)C(=O)NC(CCC(=O)O)C(=O)O. Drug 2: C1CNP(=O)(OC1)N(CCCl)CCCl. Cell line: MDA-MB-435. Synergy scores: CSS=11.4, Synergy_ZIP=-2.40, Synergy_Bliss=-1.38, Synergy_Loewe=-73.1, Synergy_HSA=0.537. (5) Drug 1: CC(CN1CC(=O)NC(=O)C1)N2CC(=O)NC(=O)C2. Drug 2: CCC1(C2=C(COC1=O)C(=O)N3CC4=CC5=C(C=CC(=C5CN(C)C)O)N=C4C3=C2)O.Cl. Cell line: SN12C. Synergy scores: CSS=44.6, Synergy_ZIP=-12.2, Synergy_Bliss=-3.99, Synergy_Loewe=-17.2, Synergy_HSA=-0.0571. (6) Drug 1: CC(C1=C(C=CC(=C1Cl)F)Cl)OC2=C(N=CC(=C2)C3=CN(N=C3)C4CCNCC4)N. Drug 2: C1=CC(=CC=C1CC(C(=O)O)N)N(CCCl)CCCl.Cl. Cell line: UACC-257. Synergy scores: CSS=-0.750, Synergy_ZIP=0.489, Synergy_Bliss=-1.47, Synergy_Loewe=-5.75, Synergy_HSA=-5.28. (7) Drug 1: C1=NC(=NC(=O)N1C2C(C(C(O2)CO)O)O)N. Drug 2: CCC1(C2=C(COC1=O)C(=O)N3CC4=CC5=C(C=CC(=C5CN(C)C)O)N=C4C3=C2)O.Cl. Cell line: HL-60(TB). Synergy scores: CSS=98.8, Synergy_ZIP=-0.477, Synergy_Bliss=0.559, Synergy_Loewe=1.60, Synergy_HSA=2.22. (8) Drug 1: C1CC(=O)NC(=O)C1N2C(=O)C3=CC=CC=C3C2=O. Drug 2: COC1=C2C(=CC3=C1OC=C3)C=CC(=O)O2. Cell line: UACC62. Synergy scores: CSS=-0.927, Synergy_ZIP=0.359, Synergy_Bliss=-0.712, Synergy_Loewe=-4.13, Synergy_HSA=-3.53. (9) Drug 2: CCC1=C2CN3C(=CC4=C(C3=O)COC(=O)C4(CC)O)C2=NC5=C1C=C(C=C5)O. Drug 1: CS(=O)(=O)CCNCC1=CC=C(O1)C2=CC3=C(C=C2)N=CN=C3NC4=CC(=C(C=C4)OCC5=CC(=CC=C5)F)Cl. Cell line: SK-OV-3. Synergy scores: CSS=41.6, Synergy_ZIP=5.86, Synergy_Bliss=8.43, Synergy_Loewe=9.00, Synergy_HSA=11.0.